This data is from Forward reaction prediction with 1.9M reactions from USPTO patents (1976-2016). The task is: Predict the product of the given reaction. (1) Given the reactants [OH:1][CH:2]([C@@H:14]([NH:19][C:20](=[O:34])[O:21][CH2:22][C:23]1([CH2:27][C:28]2[CH:33]=[CH:32][CH:31]=[CH:30][CH:29]=2)[CH2:26][CH2:25][CH2:24]1)[CH2:15][CH2:16][CH2:17][CH3:18])[C:3](=[O:13])[NH:4][C@@H:5]([C:7]1[CH:12]=[CH:11][CH:10]=[CH:9][CH:8]=1)[CH3:6].[Br-].[K+].C(=O)(O)[O-].[Na+], predict the reaction product. The product is: [O:13]=[C:3]([NH:4][C@@H:5]([C:7]1[CH:12]=[CH:11][CH:10]=[CH:9][CH:8]=1)[CH3:6])[C:2]([C@@H:14]([NH:19][C:20](=[O:34])[O:21][CH2:22][C:23]1([CH2:27][C:28]2[CH:29]=[CH:30][CH:31]=[CH:32][CH:33]=2)[CH2:24][CH2:25][CH2:26]1)[CH2:15][CH2:16][CH2:17][CH3:18])=[O:1]. (2) The product is: [Cl:18][C:19]1[CH:20]=[C:21]([CH:22]=[CH:23][CH:24]=1)[CH2:25][C:26]1[NH:17][C:15](=[O:16])[C:3]2[CH:4]=[N:5][N:6]([C:7]3[CH:12]=[CH:11][CH:10]=[C:9]([CH3:13])[C:8]=3[CH3:14])[C:2]=2[N:1]=1. Given the reactants [NH2:1][C:2]1[N:6]([C:7]2[CH:12]=[CH:11][CH:10]=[C:9]([CH3:13])[C:8]=2[CH3:14])[N:5]=[CH:4][C:3]=1[C:15]([NH2:17])=[O:16].[Cl:18][C:19]1[CH:20]=[C:21]([CH2:25][C:26](OC)=O)[CH:22]=[CH:23][CH:24]=1.[H-].[Na+].Cl.[Cl-].[Na+], predict the reaction product. (3) The product is: [CH3:30][Si:29]([CH3:32])([CH3:31])[CH2:28][CH2:27][O:26][CH2:25][N:23]1[CH:24]=[C:20]([C:2]2[NH:7][C:6](=[O:8])[N:5]3[CH:9]=[CH:10][N:11]=[C:4]3[CH:3]=2)[CH:21]=[N:22]1. Given the reactants Cl[C:2]1[NH:7][C:6](=[O:8])[N:5]2[CH:9]=[CH:10][N:11]=[C:4]2[CH:3]=1.CC1(C)C(C)(C)OB([C:20]2[CH:21]=[N:22][N:23]([CH2:25][O:26][CH2:27][CH2:28][Si:29]([CH3:32])([CH3:31])[CH3:30])[CH:24]=2)O1.[O-]P([O-])([O-])=O.[K+].[K+].[K+].CC(C1C=C(C(C)C)C(C2C=CC=CC=2P(C2CCCCC2)C2CCCCC2)=C(C(C)C)C=1)C, predict the reaction product. (4) The product is: [CH3:33][CH:32]([CH3:34])[CH2:31][C:30]([N:1]1[CH2:5][CH2:4][C@@H:3]([NH:6][C:7]2[C:12]([C:13]3[N:14]=[C:15]4[CH:21]=[CH:20][N:19]([CH2:22][O:23][CH2:24][CH2:25][Si:26]([CH3:29])([CH3:28])[CH3:27])[C:16]4=[N:17][CH:18]=3)=[CH:11][CH:10]=[CH:9][N:8]=2)[CH2:2]1)=[O:35]. Given the reactants [NH:1]1[CH2:5][CH2:4][C@@H:3]([NH:6][C:7]2[C:12]([C:13]3[N:14]=[C:15]4[CH:21]=[CH:20][N:19]([CH2:22][O:23][CH2:24][CH2:25][Si:26]([CH3:29])([CH3:28])[CH3:27])[C:16]4=[N:17][CH:18]=3)=[CH:11][CH:10]=[CH:9][N:8]=2)[CH2:2]1.[C:30](Cl)(=[O:35])[CH2:31][CH:32]([CH3:34])[CH3:33], predict the reaction product. (5) Given the reactants [CH2:1]([O:3][P:4]([C:9]([C:15]1[CH:20]=[CH:19][C:18]([N+:21]([O-])=O)=[CH:17][CH:16]=1)([O:12][CH2:13][CH3:14])[PH2:10]=[O:11])(=[O:8])[O:5][CH2:6][CH3:7])[CH3:2].Cl[Sn]Cl, predict the reaction product. The product is: [CH2:1]([O:3][P:4]([C:9]([C:15]1[CH:16]=[CH:17][C:18]([NH2:21])=[CH:19][CH:20]=1)([O:12][CH2:13][CH3:14])[PH2:10]=[O:11])(=[O:8])[O:5][CH2:6][CH3:7])[CH3:2]. (6) Given the reactants [F:1][C:2]1[CH:3]=[C:4]([CH:42]=[CH:43][CH:44]=1)[CH2:5][N:6]1[CH:10]=[C:9]([C:11]2[C:19]3[C:14](=[N:15][CH:16]=[C:17]([C:20]4[CH:25]=[CH:24][C:23]([N:26]5[CH2:31][CH2:30][NH:29][CH2:28][CH2:27]5)=[CH:22][CH:21]=4)[CH:18]=3)[N:13]([S:32]([C:35]3[CH:41]=[CH:40][C:38]([CH3:39])=[CH:37][CH:36]=3)(=[O:34])=[O:33])[CH:12]=2)[CH:8]=[N:7]1.C(=O)([O-])[O-].[K+].[K+].CN(C=O)C.Br[CH2:57][CH2:58][OH:59], predict the reaction product. The product is: [F:1][C:2]1[CH:3]=[C:4]([CH:42]=[CH:43][CH:44]=1)[CH2:5][N:6]1[CH:10]=[C:9]([C:11]2[C:19]3[C:14](=[N:15][CH:16]=[C:17]([C:20]4[CH:25]=[CH:24][C:23]([N:26]5[CH2:27][CH2:28][N:29]([CH2:57][CH2:58][OH:59])[CH2:30][CH2:31]5)=[CH:22][CH:21]=4)[CH:18]=3)[N:13]([S:32]([C:35]3[CH:41]=[CH:40][C:38]([CH3:39])=[CH:37][CH:36]=3)(=[O:33])=[O:34])[CH:12]=2)[CH:8]=[N:7]1. (7) Given the reactants [CH3:1][C:2]1[CH:7]=[CH:6][C:5]([S:8]([NH:11][C@H:12]([CH2:16][C:17]#[CH:18])[C:13](O)=[O:14])(=[O:10])=[O:9])=[CH:4][CH:3]=1.C1C=[N:23]C2N(O)N=NC=2C=1.CCN(C(C)C)C(C)C.[NH4+].[Cl-].CCN=C=NCCCN(C)C, predict the reaction product. The product is: [CH3:1][C:2]1[CH:7]=[CH:6][C:5]([S:8]([NH:11][C@H:12]([CH2:16][C:17]#[CH:18])[C:13]([NH2:23])=[O:14])(=[O:10])=[O:9])=[CH:4][CH:3]=1. (8) Given the reactants [C:1]([O:5][C:6](=[O:19])[CH2:7][C:8]1[C:9]([F:18])=[C:10]2[C:15](=[CH:16][CH:17]=1)[N:14]=[CH:13][CH:12]=[CH:11]2)(C)(C)C, predict the reaction product. The product is: [CH3:1][O:5][C:6](=[O:19])[CH2:7][C:8]1[C:9]([F:18])=[C:10]2[C:15](=[CH:16][CH:17]=1)[N:14]=[CH:13][CH:12]=[CH:11]2.